Predict which catalyst facilitates the given reaction. From a dataset of Catalyst prediction with 721,799 reactions and 888 catalyst types from USPTO. (1) Reactant: F[C:2]1[CH:7]=[CH:6][C:5]([N+:8]([O-:10])=[O:9])=[CH:4][CH:3]=1.[CH2:11]([N:13]1[CH2:18][CH2:17][NH:16][CH2:15][CH2:14]1)[CH3:12].C(N(CC)C(C)C)(C)C. Product: [CH2:11]([N:13]1[CH2:18][CH2:17][N:16]([C:2]2[CH:7]=[CH:6][C:5]([N+:8]([O-:10])=[O:9])=[CH:4][CH:3]=2)[CH2:15][CH2:14]1)[CH3:12]. The catalyst class is: 9. (2) Reactant: [NH2:1][C:2]1[N:7]=[C:6]([S:8][CH2:9][C:10]2[CH:15]=[CH:14][CH:13]=[C:12]([F:16])[C:11]=2[F:17])[N:5]=[C:4]([NH:18][C@H:19]([CH3:22])[CH2:20][OH:21])[CH:3]=1.[N:23]([O-])=[O:24].[Na+]. Product: [NH2:1][C:2]1[N:7]=[C:6]([S:8][CH2:9][C:10]2[CH:15]=[CH:14][CH:13]=[C:12]([F:16])[C:11]=2[F:17])[N:5]=[C:4]([NH:18][C@H:19]([CH3:22])[CH2:20][OH:21])[C:3]=1[N:23]=[O:24]. The catalyst class is: 86.